This data is from Forward reaction prediction with 1.9M reactions from USPTO patents (1976-2016). The task is: Predict the product of the given reaction. (1) Given the reactants [C:1]([O:5][C:6]([N:8]1[C@@H:12]([CH2:13][C:14]2[N:15]=[C:16]([Si](C(C)(C)C)(C)C)[S:17][C:18]=2[CH2:19][CH2:20][CH3:21])[C@@H:11]([CH2:29][O:30][Si](C(C)(C)C)(C)C)[O:10][C:9]1([CH3:39])[CH3:38])=[O:7])([CH3:4])([CH3:3])[CH3:2].[OH:30][CH2:29][C@H:11]1[O:10][C:9]([CH3:38])([CH3:39])[N:8]([C:6]([O:5][C:1]([CH3:3])([CH3:4])[CH3:2])=[O:7])[C@H:12]1[CH2:13][C:14]1[N:15]=[CH:16][S:17][C:18]=1[CH2:19][CH2:20][CH3:21].CCCC[N+](CCCC)(CCCC)CCCC.[F-], predict the reaction product. The product is: [OH:30][CH2:29][C@H:11]1[O:10][C:9]([CH3:39])([CH3:38])[N:8]([C:6]([O:5][C:1]([CH3:2])([CH3:3])[CH3:4])=[O:7])[C@H:12]1[CH2:13][C:14]1[N:15]=[CH:16][S:17][C:18]=1[CH2:19][CH2:20][CH3:21]. (2) Given the reactants [CH3:1][O:2][C:3](=[O:27])[C:4]1[CH:9]=[CH:8][C:7]([C:10]2[N:14]([C:15]3[CH:20]=[CH:19][C:18]([O:21]C)=[CH:17][CH:16]=3)[C:13]3[CH:23]=[CH:24][CH:25]=[CH:26][C:12]=3[N:11]=2)=[CH:6][CH:5]=1.B(Br)(Br)Br.CO.C(=O)(O)[O-].[Na+], predict the reaction product. The product is: [CH3:1][O:2][C:3](=[O:27])[C:4]1[CH:5]=[CH:6][C:7]([C:10]2[N:14]([C:15]3[CH:20]=[CH:19][C:18]([OH:21])=[CH:17][CH:16]=3)[C:13]3[CH:23]=[CH:24][CH:25]=[CH:26][C:12]=3[N:11]=2)=[CH:8][CH:9]=1.